This data is from Peptide-MHC class I binding affinity with 185,985 pairs from IEDB/IMGT. The task is: Regression. Given a peptide amino acid sequence and an MHC pseudo amino acid sequence, predict their binding affinity value. This is MHC class I binding data. (1) The peptide sequence is PKKDERGAL. The MHC is HLA-A02:01 with pseudo-sequence HLA-A02:01. The binding affinity (normalized) is 0.0847. (2) The MHC is HLA-A30:01 with pseudo-sequence HLA-A30:01. The binding affinity (normalized) is 0.464. The peptide sequence is MYTRNLLWL. (3) The peptide sequence is IFQPQNGQF. The binding affinity (normalized) is 0.0594. The MHC is HLA-A32:01 with pseudo-sequence HLA-A32:01.